From a dataset of TCR-epitope binding with 47,182 pairs between 192 epitopes and 23,139 TCRs. Binary Classification. Given a T-cell receptor sequence (or CDR3 region) and an epitope sequence, predict whether binding occurs between them. (1) Result: 0 (the TCR does not bind to the epitope). The TCR CDR3 sequence is CASSSRPESSYEQYF. The epitope is IQYIDIGNY. (2) The epitope is TEILPVSMTK. The TCR CDR3 sequence is CASGPNPGLVPDTQYF. Result: 0 (the TCR does not bind to the epitope).